This data is from Full USPTO retrosynthesis dataset with 1.9M reactions from patents (1976-2016). The task is: Predict the reactants needed to synthesize the given product. (1) The reactants are: [CH3:1][O:2][C:3]1[CH:8]=[CH:7][C:6]([O:9][C:10]2[CH:15]=[CH:14][C:13]([N+:16]([O-])=O)=[CH:12][CH:11]=2)=[CH:5][CH:4]=1. Given the product [CH3:1][O:2][C:3]1[CH:8]=[CH:7][C:6]([O:9][C:10]2[CH:15]=[CH:14][C:13]([NH2:16])=[CH:12][CH:11]=2)=[CH:5][CH:4]=1, predict the reactants needed to synthesize it. (2) Given the product [CH3:34][C:35]1[CH:40]=[CH:39][C:38]([S:41]([O:44][CH2:45][CH2:46][C:47]([CH3:61])([CH3:62])[CH2:48][CH2:49][O:31][C:26]2[CH:27]=[CH:28][CH:29]=[CH:30][C:25]=2[C:23]2[N:22]=[CH:21][N:20]([C:1]([C:14]3[CH:19]=[CH:18][CH:17]=[CH:16][CH:15]=3)([C:2]3[CH:7]=[CH:6][CH:5]=[CH:4][CH:3]=3)[C:8]3[CH:9]=[CH:10][CH:11]=[CH:12][CH:13]=3)[CH:24]=2)(=[O:43])=[O:42])=[CH:37][CH:36]=1, predict the reactants needed to synthesize it. The reactants are: [C:1]([N:20]1[CH:24]=[C:23]([C:25]2[CH:30]=[CH:29][CH:28]=[CH:27][C:26]=2[OH:31])[N:22]=[CH:21]1)([C:14]1[CH:19]=[CH:18][CH:17]=[CH:16][CH:15]=1)([C:8]1[CH:13]=[CH:12][CH:11]=[CH:10][CH:9]=1)[C:2]1[CH:7]=[CH:6][CH:5]=[CH:4][CH:3]=1.[H-].[Na+].[CH3:34][C:35]1[CH:40]=[CH:39][C:38]([S:41]([O:44][CH2:45][CH2:46][C:47]([CH3:62])([CH3:61])[CH2:48][CH2:49]OS(C2C=CC(C)=CC=2)(=O)=O)(=[O:43])=[O:42])=[CH:37][CH:36]=1. (3) Given the product [CH3:1][O:2][C:3]1[N:8]=[C:7]([C:9]2[CH:10]=[C:11]([S:15]([NH:32][CH3:30])(=[O:17])=[O:16])[CH:12]=[CH:13][CH:14]=2)[CH:6]=[C:5]([NH:19][CH2:20][CH2:21][C:22]2[CH:27]=[CH:26][C:25]([O:28][CH3:29])=[CH:24][CH:23]=2)[N:4]=1, predict the reactants needed to synthesize it. The reactants are: [CH3:1][O:2][C:3]1[N:8]=[C:7]([C:9]2[CH:10]=[C:11]([S:15](Cl)(=[O:17])=[O:16])[CH:12]=[CH:13][CH:14]=2)[CH:6]=[C:5]([NH:19][CH2:20][CH2:21][C:22]2[CH:27]=[CH:26][C:25]([O:28][CH3:29])=[CH:24][CH:23]=2)[N:4]=1.[CH2:30]([N:32](CC)CC)C.CN.O. (4) Given the product [O:14]=[C:13]1[N:1]([C:2]2[CH:3]=[C:4]([CH:9]=[CH:10][CH:11]=2)[C:5]([O:7][CH3:8])=[O:6])[C:17](=[O:18])[C:16]2[C:15](=[CH:24][CH:23]=[CH:22][CH:21]=2)[NH:12]1, predict the reactants needed to synthesize it. The reactants are: [NH2:1][C:2]1[CH:3]=[C:4]([CH:9]=[CH:10][CH:11]=1)[C:5]([O:7][CH3:8])=[O:6].[N:12]([C:15]1[CH:24]=[CH:23][CH:22]=[CH:21][C:16]=1[C:17](OC)=[O:18])=[C:13]=[O:14]. (5) The reactants are: [CH3:1][O:2][C:3]1[CH:4]=[C:5]([NH:16][C:17]2[N:22]=[C:21]([CH:23]=O)[CH:20]=[C:19]([CH2:25][O:26][CH2:27][C:28]([F:31])([F:30])[F:29])[N:18]=2)[CH:6]=[CH:7][C:8]=1[C:9]1[CH:14]=[C:13]([CH3:15])[N:12]=[N:11][CH:10]=1.[CH2:32]([NH2:39])[C:33]1[CH:38]=[CH:37][CH:36]=[CH:35][CH:34]=1.C(O)(=O)C.C(O[BH-](OC(=O)C)OC(=O)C)(=O)C.[Na+]. Given the product [CH2:32]([NH:39][CH2:23][C:21]1[CH:20]=[C:19]([CH2:25][O:26][CH2:27][C:28]([F:31])([F:30])[F:29])[N:18]=[C:17]([NH:16][C:5]2[CH:6]=[CH:7][C:8]([C:9]3[CH:14]=[C:13]([CH3:15])[N:12]=[N:11][CH:10]=3)=[C:3]([O:2][CH3:1])[CH:4]=2)[N:22]=1)[C:33]1[CH:38]=[CH:37][CH:36]=[CH:35][CH:34]=1, predict the reactants needed to synthesize it. (6) Given the product [Br:5][C:6]1[CH:11]=[CH:10][C:9]([F:12])=[C:8]2[C:7]=1[CH:1]=[CH:2][NH:13]2, predict the reactants needed to synthesize it. The reactants are: [CH:1]([Mg]Br)=[CH2:2].[Br:5][C:6]1[CH:11]=[CH:10][C:9]([F:12])=[C:8]([N+:13]([O-])=O)[CH:7]=1.[Cl-].[NH4+]. (7) Given the product [C:1]([O:5][C:6](=[O:27])[N:7]([CH2:8][C:9]1[CH:14]=[CH:13][C:12]([NH2:15])=[C:11]([O:18][CH3:19])[CH:10]=1)[CH2:20][C:21]1[CH:26]=[CH:25][CH:24]=[CH:23][CH:22]=1)([CH3:4])([CH3:3])[CH3:2], predict the reactants needed to synthesize it. The reactants are: [C:1]([O:5][C:6](=[O:27])[N:7]([CH2:20][C:21]1[CH:26]=[CH:25][CH:24]=[CH:23][CH:22]=1)[CH2:8][C:9]1[CH:14]=[CH:13][C:12]([N+:15]([O-])=O)=[C:11]([O:18][CH3:19])[CH:10]=1)([CH3:4])([CH3:3])[CH3:2].[NH4+].[Cl-]. (8) The reactants are: Cl[C:2]1[C:3]2[C:4](=[N:8][N:9]([CH2:11][C:12]3[CH:17]=[N:16][C:15]([N:18]4[CH2:23][CH2:22][CH2:21][CH2:20][CH2:19]4)=[CH:14][N:13]=3)[CH:10]=2)[N:5]=[CH:6][N:7]=1.[NH2:24][CH2:25][C:26]1[C:27]([CH3:48])=[CH:28][C:29]([N:33](C(OC(C)(C)C)=O)C(=O)OC(C)(C)C)=[N:30][C:31]=1[CH3:32].CCN(C(C)C)C(C)C.O. Given the product [NH2:33][C:29]1[N:30]=[C:31]([CH3:32])[C:26]([CH2:25][NH:24][C:2]2[C:3]3[C:4](=[N:8][N:9]([CH2:11][C:12]4[CH:17]=[N:16][C:15]([N:18]5[CH2:23][CH2:22][CH2:21][CH2:20][CH2:19]5)=[CH:14][N:13]=4)[CH:10]=3)[N:5]=[CH:6][N:7]=2)=[C:27]([CH3:48])[CH:28]=1, predict the reactants needed to synthesize it. (9) Given the product [NH2:1][C:2]1[N:16]=[CH:15][C:14]([C:23]2[CH:24]=[CH:25][C:20]([CH:18]=[O:19])=[CH:21][CH:22]=2)=[CH:13][C:3]=1[C:4]([NH:6][C:7]1[CH:12]=[CH:11][N:10]=[CH:9][CH:8]=1)=[O:5], predict the reactants needed to synthesize it. The reactants are: [NH2:1][C:2]1[N:16]=[CH:15][C:14](Br)=[CH:13][C:3]=1[C:4]([NH:6][C:7]1[CH:12]=[CH:11][N:10]=[CH:9][CH:8]=1)=[O:5].[CH:18]([C:20]1[CH:25]=[CH:24][C:23](B(O)O)=[CH:22][CH:21]=1)=[O:19]. (10) Given the product [C:25]([O:29][C:30]([N:32]1[CH2:33][CH2:34][N:35]([C:38]2[NH:39][C:40]([C:45]3[CH:50]=[CH:49][N:48]=[C:47](/[CH:12]=[CH:11]/[C:8]4[CH:7]=[CH:6][C:5]([C:4](=[O:22])[N:3]([CH2:1][CH3:2])[CH2:23][CH3:24])=[CH:10][CH:9]=4)[CH:46]=3)=[CH:41][C:42]=2[C:43]#[N:44])[CH2:36][CH2:37]1)=[O:31])([CH3:28])([CH3:26])[CH3:27], predict the reactants needed to synthesize it. The reactants are: [CH2:1]([N:3]([CH2:23][CH3:24])[C:4](=[O:22])[C:5]1[CH:10]=[CH:9][C:8](/[CH:11]=[CH:12]/B2OC(C)(C)C(C)(C)O2)=[CH:7][CH:6]=1)[CH3:2].[C:25]([O:29][C:30]([N:32]1[CH2:37][CH2:36][N:35]([C:38]2[NH:39][C:40]([C:45]3[CH:50]=[CH:49][N:48]=[C:47](Cl)[CH:46]=3)=[CH:41][C:42]=2[C:43]#[N:44])[CH2:34][CH2:33]1)=[O:31])([CH3:28])([CH3:27])[CH3:26].